The task is: Regression. Given a peptide amino acid sequence and an MHC pseudo amino acid sequence, predict their binding affinity value. This is MHC class I binding data.. This data is from Peptide-MHC class I binding affinity with 185,985 pairs from IEDB/IMGT. (1) The peptide sequence is LVITYCLVT. The MHC is HLA-A02:02 with pseudo-sequence HLA-A02:02. The binding affinity (normalized) is 0.182. (2) The peptide sequence is FLQMENLMY. The binding affinity (normalized) is 0.898. The MHC is HLA-A01:01 with pseudo-sequence HLA-A01:01.